From a dataset of Full USPTO retrosynthesis dataset with 1.9M reactions from patents (1976-2016). Predict the reactants needed to synthesize the given product. (1) Given the product [O:22]1[C:26]2[CH:27]=[CH:28][C:29]([O:31][C:32]3[CH:38]=[CH:37][C:35]([NH:36][C:19]4[C:20]5[N:12]([CH2:11][CH2:10][OH:9])[CH:13]=[CH:14][C:15]=5[N:16]=[CH:17][N:18]=4)=[CH:34][C:33]=3[Cl:39])=[CH:30][C:25]=2[CH:24]=[CH:23]1, predict the reactants needed to synthesize it. The reactants are: C([O:9][CH2:10][CH2:11][N:12]1[C:20]2[C:19](Cl)=[N:18][CH:17]=[N:16][C:15]=2[CH:14]=[CH:13]1)(=O)C1C=CC=CC=1.[O:22]1[C:26]2[CH:27]=[CH:28][C:29]([O:31][C:32]3[CH:38]=[CH:37][C:35]([NH2:36])=[CH:34][C:33]=3[Cl:39])=[CH:30][C:25]=2[CH:24]=[CH:23]1.Cl.N1C=CC=CC=1.C(=O)([O-])O.[Na+]. (2) Given the product [F:1][C:2]1[CH:7]=[CH:6][C:5]([NH:8][C:9]2[C:10]3[C:17]([CH3:18])=[C:16]([C:19]([NH2:35])=[O:20])[S:15][C:11]=3[N:12]=[CH:13][N:14]=2)=[C:4]([O:22][C@H:23]2[CH2:28][CH2:27][CH2:26][N:25]([S:29]([CH3:32])(=[O:30])=[O:31])[CH2:24]2)[CH:3]=1, predict the reactants needed to synthesize it. The reactants are: [F:1][C:2]1[CH:7]=[CH:6][C:5]([NH:8][C:9]2[C:10]3[C:17]([CH3:18])=[C:16]([C:19](O)=[O:20])[S:15][C:11]=3[N:12]=[CH:13][N:14]=2)=[C:4]([O:22][C@H:23]2[CH2:28][CH2:27][CH2:26][N:25]([S:29]([CH3:32])(=[O:31])=[O:30])[CH2:24]2)[CH:3]=1.CC[N:35](C(C)C)C(C)C.CN(C(ON1N=NC2C=CC=NC1=2)=[N+](C)C)C.F[P-](F)(F)(F)(F)F.N. (3) Given the product [ClH:1].[ClH:1].[CH2:3]([C:5]1[C:13]2[C:8](=[CH:9][CH:10]=[CH:11][C:12]=2[NH:14][C:15]([C:17]2[N:21]3[CH:22]=[CH:23][C:24]([C:26]([N:28]4[CH2:29][CH2:30][N:31]([CH3:42])[CH2:32][CH2:33]4)=[O:27])=[CH:25][C:20]3=[N:19][CH:18]=2)=[O:16])[N:7]([CH2:34][C:35]2[CH:40]=[CH:39][CH:38]=[C:37]([CH3:41])[N:36]=2)[N:6]=1)[CH3:4], predict the reactants needed to synthesize it. The reactants are: [ClH:1].Cl.[CH2:3]([C:5]1[C:13]2[C:8](=[CH:9][CH:10]=[CH:11][C:12]=2[NH:14][C:15]([C:17]2[N:21]3[CH:22]=[CH:23][C:24]([C:26]([N:28]4[CH2:33][CH2:32][NH:31][CH2:30][CH2:29]4)=[O:27])=[CH:25][C:20]3=[N:19][CH:18]=2)=[O:16])[N:7]([CH2:34][C:35]2[CH:40]=[CH:39][CH:38]=[C:37]([CH3:41])[N:36]=2)[N:6]=1)[CH3:4].[C:42](O[BH-](OC(=O)C)OC(=O)C)(=O)C.[Na+].C=O. (4) Given the product [CH3:26][N:27]1[CH:31]=[CH:30][C:29]([NH:32][C:3]([C:5]2[N:6]([CH3:25])[N:7]=[C:8]([O:10][CH2:11][C:12]3[C:13]([C:18]4[CH:19]=[CH:20][C:21]([F:24])=[CH:22][CH:23]=4)=[N:14][O:15][C:16]=3[CH3:17])[CH:9]=2)=[O:2])=[N:28]1, predict the reactants needed to synthesize it. The reactants are: C[O:2][C:3]([C:5]1[N:6]([CH3:25])[N:7]=[C:8]([O:10][CH2:11][C:12]2[C:13]([C:18]3[CH:23]=[CH:22][C:21]([F:24])=[CH:20][CH:19]=3)=[N:14][O:15][C:16]=2[CH3:17])[CH:9]=1)=O.[CH3:26][N:27]1[CH:31]=[CH:30][C:29]([NH2:32])=[N:28]1. (5) The reactants are: [C:1]([N:8]1[CH2:13][CH2:12][C:11](=[O:14])[CH2:10][CH2:9]1)([O:3][C:4]([CH3:7])([CH3:6])[CH3:5])=[O:2].[Br:15]Br. Given the product [C:1]([N:8]1[CH2:13][CH2:12][C:11](=[O:14])[CH:10]([Br:15])[CH2:9]1)([O:3][C:4]([CH3:7])([CH3:6])[CH3:5])=[O:2], predict the reactants needed to synthesize it. (6) The reactants are: Cl.[Cl:2][C:3]1[C:11]2[C:6](=[CH:7][C:8]([C:12]([NH:14][C@H:15]([C:25]3[CH:30]=[CH:29][CH:28]=[CH:27][CH:26]=3)[CH2:16][O:17][CH2:18][CH:19]3[CH2:24][CH2:23][NH:22][CH2:21][CH2:20]3)=[O:13])=[CH:9][CH:10]=2)[NH:5][CH:4]=1.[CH2:31]=O. Given the product [Cl:2][C:3]1[C:11]2[C:6](=[CH:7][C:8]([C:12]([NH:14][C@H:15]([C:25]3[CH:30]=[CH:29][CH:28]=[CH:27][CH:26]=3)[CH2:16][O:17][CH2:18][CH:19]3[CH2:20][CH2:21][N:22]([CH3:31])[CH2:23][CH2:24]3)=[O:13])=[CH:9][CH:10]=2)[NH:5][CH:4]=1, predict the reactants needed to synthesize it. (7) Given the product [Cl:15][C:11]1[CH:10]=[C:9]([C:7]2[N:6]=[C:5]3[CH2:16][CH2:17][CH2:18][C:4]3=[C:3]([N:20]([CH3:19])[C:21]3[CH:22]=[CH:23][C:24]([CH2:27][C:28]([NH2:30])=[O:29])=[CH:25][CH:26]=3)[CH:8]=2)[CH:14]=[CH:13][CH:12]=1, predict the reactants needed to synthesize it. The reactants are: Cl.Cl[C:3]1[CH:8]=[C:7]([C:9]2[CH:14]=[CH:13][CH:12]=[C:11]([Cl:15])[CH:10]=2)[N:6]=[C:5]2[CH2:16][CH2:17][CH2:18][C:4]=12.[CH3:19][NH:20][C:21]1[CH:26]=[CH:25][C:24]([CH2:27][C:28]([NH2:30])=[O:29])=[CH:23][CH:22]=1.